Dataset: Catalyst prediction with 721,799 reactions and 888 catalyst types from USPTO. Task: Predict which catalyst facilitates the given reaction. (1) Product: [C:34]([O:33][C:32]([NH:31][CH2:28][C:29]#[C:30][C:2]1[C:7]([C@H:8]2[CH2:12][CH2:11][CH2:10][N:9]2[C:13]2[CH:18]=[CH:17][N:16]3[N:19]=[CH:20][C:21]([C:22]([O:24][CH2:25][CH3:26])=[O:23])=[C:15]3[N:14]=2)=[CH:6][C:5]([F:27])=[CH:4][N:3]=1)=[O:38])([CH3:37])([CH3:36])[CH3:35]. The catalyst class is: 122. Reactant: Cl[C:2]1[C:7]([C@H:8]2[CH2:12][CH2:11][CH2:10][N:9]2[C:13]2[CH:18]=[CH:17][N:16]3[N:19]=[CH:20][C:21]([C:22]([O:24][CH2:25][CH3:26])=[O:23])=[C:15]3[N:14]=2)=[CH:6][C:5]([F:27])=[CH:4][N:3]=1.[CH2:28]([NH:31][C:32](=[O:38])[O:33][C:34]([CH3:37])([CH3:36])[CH3:35])[C:29]#[CH:30].C1(P(C2C=CC=CC=2)C2C=CC=CC=2)C=CC=CC=1.C(NC(C)C)(C)C. (2) Reactant: CON(C)[C:4](=[O:17])[C:5]1[CH:10]=[CH:9][CH:8]=[C:7]([C:11]2[CH:16]=[CH:15][CH:14]=[CH:13][CH:12]=2)[N:6]=1.[CH3:19][O:20][C:21]1[CH:22]=[C:23]([Mg]Br)[CH:24]=[C:25]([O:29][CH3:30])[C:26]=1[O:27][CH3:28]. Product: [C:11]1([C:7]2[N:6]=[C:5]([C:4]([C:23]3[CH:24]=[C:25]([O:29][CH3:30])[C:26]([O:27][CH3:28])=[C:21]([O:20][CH3:19])[CH:22]=3)=[O:17])[CH:10]=[CH:9][CH:8]=2)[CH:12]=[CH:13][CH:14]=[CH:15][CH:16]=1. The catalyst class is: 1. (3) Reactant: Cl[C:2]1[CH:3]=[CH:4][C:5]2[O:14][CH2:13][CH2:12][C:11]3[CH:10]=[C:9]([C:15]4[N:16]([C:20]5[CH:25]=[CH:24][C:23]([F:26])=[CH:22][C:21]=5[F:27])[N:17]=[CH:18][N:19]=4)[S:8][C:7]=3[C:6]=2[N:28]=1.Cl.[CH:30]1(NC)[CH2:34][CH2:33][CH2:32][CH2:31]1.[CH2:37]([N:41]1CCN2CCN(CCCC)P1N(CCCC)CC2)CCC.CC(C)([O-])C. Product: [CH:30]1([CH2:37][NH:41][C:2]2[CH:3]=[CH:4][C:5]3[O:14][CH2:13][CH2:12][C:11]4[CH:10]=[C:9]([C:15]5[N:16]([C:20]6[CH:25]=[CH:24][C:23]([F:26])=[CH:22][C:21]=6[F:27])[N:17]=[CH:18][N:19]=5)[S:8][C:7]=4[C:6]=3[N:28]=2)[CH2:31][CH2:32][CH2:33][CH2:34]1. The catalyst class is: 231. (4) Reactant: Cl.[CH2:2]([N:9]([CH2:17][CH:18]1[CH2:23][CH2:22][NH:21][CH2:20][CH2:19]1)[C:10]1[CH:15]=[CH:14][C:13]([Br:16])=[CH:12][CH:11]=1)[C:3]1[CH:8]=[CH:7][CH:6]=[CH:5][CH:4]=1.CCN=C=NCCCN(C)C.C1C=CC2N(O)N=NC=2C=1.CCN(C(C)C)C(C)C.[F:54][C:55]([F:63])([F:62])[C:56]([CH3:61])([CH3:60])[C:57](O)=[O:58]. Product: [CH2:2]([N:9]([CH2:17][CH:18]1[CH2:19][CH2:20][N:21]([C:57](=[O:58])[C:56]([CH3:61])([CH3:60])[C:55]([F:63])([F:62])[F:54])[CH2:22][CH2:23]1)[C:10]1[CH:15]=[CH:14][C:13]([Br:16])=[CH:12][CH:11]=1)[C:3]1[CH:4]=[CH:5][CH:6]=[CH:7][CH:8]=1. The catalyst class is: 18. (5) Reactant: [Cl:1][C:2]1[CH:7]=[CH:6][C:5]([CH2:8]Cl)=[CH:4][N:3]=1.[Cl:10][C:11]([F:22])([F:21])[C:12]([N:14]=[C:15]1[CH:20]=[CH:19][CH:18]=[CH:17][NH:16]1)=[O:13].C(=O)([O-])[O-].[K+].[K+]. Product: [Cl:10][C:11]([F:21])([F:22])[C:12]([N:14]=[C:15]1[CH:20]=[CH:19][CH:18]=[CH:17][N:16]1[CH2:8][C:5]1[CH:4]=[N:3][C:2]([Cl:1])=[CH:7][CH:6]=1)=[O:13]. The catalyst class is: 10. (6) Reactant: Cl.[N:2]1([C:7]2[CH:15]=[CH:14][C:10]([C:11]([OH:13])=O)=[CH:9][CH:8]=2)[CH:6]=[CH:5][N:4]=[CH:3]1.[Cl:16][C:17]1[CH:18]=[C:19]2[C:23](=[CH:24][CH:25]=1)[NH:22][C:21]([S:26]([N:29]1[CH2:34][CH2:33][NH:32][CH2:31][CH2:30]1)(=[O:28])=[O:27])=[CH:20]2. Product: [Cl:16][C:17]1[CH:18]=[C:19]2[C:23](=[CH:24][CH:25]=1)[NH:22][C:21]([S:26]([N:29]1[CH2:34][CH2:33][N:32]([C:11](=[O:13])[C:10]3[CH:9]=[CH:8][C:7]([N:2]4[CH:6]=[CH:5][N:4]=[CH:3]4)=[CH:15][CH:14]=3)[CH2:31][CH2:30]1)(=[O:28])=[O:27])=[CH:20]2. The catalyst class is: 21. (7) Reactant: [C:1]1([CH2:13][CH2:14][NH2:15])[CH:2]=[N:3][N:4]2[CH:9]=[CH:8][C:7]3[O:10][CH2:11][CH2:12][C:6]=3[C:5]=12.C(N(CC)CC)C.[C:23](OC(=O)C)(=[O:25])[CH3:24].C(=O)([O-])O.[Na+]. Product: [C:1]1([CH2:13][CH2:14][NH:15][C:23](=[O:25])[CH3:24])[CH:2]=[N:3][N:4]2[CH:9]=[CH:8][C:7]3[O:10][CH2:11][CH2:12][C:6]=3[C:5]=12. The catalyst class is: 7.